Token-level Classification. Given an antigen amino acid sequence, predict which amino acid positions are active epitope sites capable of antibody binding. Output is a list of indices for active positions. From a dataset of B-cell epitopes from IEDB database with 3,159 antigens for binding position prediction. Given the antigen sequence: MSKKPGGPGKSRAVNMLKRGMPRVLSLTGLKRAMLSLIDGRGPTRFVLALLAFFRFTAIAPTRAVLDRWRSVNKQTAMKHLLSFKKELGTLTSAINRRSSKQKKRGGKTGIAFMIGLIAGVGAVTLSNFQGKVMMTVNATDVTDIITIPTAAGKNLCIVRAMDVGHMCDDTITYECPVLSAGNDPEDIDCWCTKLAVYVRYGRCTKTRHSRRSRRSLTVQTHGESTLSNKKGAWMDSTKATRYLVKTESWILRNPGYALVAAVIGWMLGSNTMQRVVFAVLLLLVAPAYSFNCLGMSNRDFLEGVSGATWVDLVLEGDSCVTIMSKDKPTIDVKMMNMEAANLAEVRSYCYLATVSELSTKAACPTMGEAHNDKRADPSFVCKQGVVDRGWGNGCGLFGKGSIDTCAKFACSTKATGRTILKENIKYEVAIFVHGPTTVESHGNYFTQTGAAQAGRFSITPAAPSYTLKLGEYGEVTVDCEPRSGIDTSAYYVMTVGTKT..., which amino acid positions are active epitope sites? The epitope positions are: [921, 922, 923, 924, 925, 926, 927, 928, 929, 930, 931, 932, 933, 934, 935, 936]. The amino acids at these positions are: NTFVIDGPETKECPTQ.